Dataset: Peptide-MHC class II binding affinity with 134,281 pairs from IEDB. Task: Regression. Given a peptide amino acid sequence and an MHC pseudo amino acid sequence, predict their binding affinity value. This is MHC class II binding data. (1) The peptide sequence is ANGKTLGEVWKRELN. The MHC is HLA-DQA10201-DQB10303 with pseudo-sequence HLA-DQA10201-DQB10303. The binding affinity (normalized) is 0. (2) The peptide sequence is LHDLKIAIANIIDEI. The MHC is HLA-DPA10103-DPB10401 with pseudo-sequence HLA-DPA10103-DPB10401. The binding affinity (normalized) is 0.311. (3) The peptide sequence is PFRMVSLVTSFLLMI. The MHC is DRB1_0101 with pseudo-sequence DRB1_0101. The binding affinity (normalized) is 0.830. (4) The peptide sequence is GELQIVDKIDKAFKI. The MHC is DRB1_0401 with pseudo-sequence DRB1_0401. The binding affinity (normalized) is 0.477. (5) The peptide sequence is APGAAAAPLSWSKDI. The MHC is HLA-DPA10103-DPB10301 with pseudo-sequence HLA-DPA10103-DPB10301. The binding affinity (normalized) is 0.0315. (6) The MHC is DRB3_0101 with pseudo-sequence DRB3_0101. The binding affinity (normalized) is 0.253. The peptide sequence is TSGSPIVNRNGEVIG. (7) The peptide sequence is DLQRSAMVYSSDD. The MHC is DRB4_0101 with pseudo-sequence DRB4_0103. The binding affinity (normalized) is 0.0796. (8) The peptide sequence is EKKYFAATQVEPLAA. The MHC is HLA-DPA10103-DPB10601 with pseudo-sequence HLA-DPA10103-DPB10601. The binding affinity (normalized) is 0.433. (9) The peptide sequence is IDTLKKNENIKEL. The MHC is DRB1_0701 with pseudo-sequence DRB1_0701. The binding affinity (normalized) is 0.377.